From a dataset of Full USPTO retrosynthesis dataset with 1.9M reactions from patents (1976-2016). Predict the reactants needed to synthesize the given product. Given the product [CH3:21][O:20][C:17]1[CH:18]=[CH:19][C:14]([CH2:13][CH:12]2[C:4]3=[N:5][C:6]4[CH:11]=[CH:10][CH:9]=[CH:8][C:7]=4[N:3]3[C:24](=[O:25])[NH:23]2)=[C:15]([CH3:22])[CH:16]=1, predict the reactants needed to synthesize it. The reactants are: N#N.[NH:3]1[C:7]2[CH:8]=[CH:9][CH:10]=[CH:11][C:6]=2[N:5]=[C:4]1[CH:12]([NH2:23])[CH2:13][C:14]1[CH:19]=[CH:18][C:17]([O:20][CH3:21])=[CH:16][C:15]=1[CH3:22].[C:24](N1C=CN=C1)(N1C=CN=C1)=[O:25].O.